Dataset: Full USPTO retrosynthesis dataset with 1.9M reactions from patents (1976-2016). Task: Predict the reactants needed to synthesize the given product. (1) Given the product [NH2:45][C:41]1[C:40]([N+:46]([O-:48])=[O:47])=[C:39]([C:15]2[C:10]([CH2:9][O:8][Si:1]([C:4]([CH3:7])([CH3:6])[CH3:5])([CH3:3])[CH3:2])=[C:11]([N:25]3[CH:29]=[CH:28][N:27]([C:30]4[CH:35]=[CH:34][C:33]([CH3:36])=[CH:32][CH:31]=4)[C:26]3=[O:37])[CH:12]=[CH:13][CH:14]=2)[CH:44]=[CH:43][N:42]=1, predict the reactants needed to synthesize it. The reactants are: [Si:1]([O:8][CH2:9][C:10]1[C:15](B2OC(C)(C)C(C)(C)O2)=[CH:14][CH:13]=[CH:12][C:11]=1[N:25]1[CH:29]=[CH:28][N:27]([C:30]2[CH:35]=[CH:34][C:33]([CH3:36])=[CH:32][CH:31]=2)[C:26]1=[O:37])([C:4]([CH3:7])([CH3:6])[CH3:5])([CH3:3])[CH3:2].Cl[C:39]1[CH:44]=[CH:43][N:42]=[C:41]([NH2:45])[C:40]=1[N+:46]([O-:48])=[O:47].CC([O-])=O.[K+]. (2) Given the product [CH:1]1([NH:4][C:5]([C:6]2[C:11]([C:12]([F:15])([F:14])[F:13])=[CH:10][C:9](/[CH:26]=[CH:27]/[C:28]([OH:30])=[O:29])=[N:8][CH:7]=2)=[O:17])[CH2:3][CH2:2]1, predict the reactants needed to synthesize it. The reactants are: [CH:1]1([NH:4][C:5](=[O:17])[C:6]2[C:11]([C:12]([F:15])([F:14])[F:13])=[CH:10][C:9](I)=[N:8][CH:7]=2)[CH2:3][CH2:2]1.CC1(C)C(C)(C)OB(/[CH:26]=[CH:27]/[C:28]([O:30]CC)=[O:29])O1.C(=O)([O-])[O-].[Na+].[Na+]. (3) Given the product [Cl:17][C:10]1[CH:11]=[CH:12][CH:13]=[C:14]2[C:9]=1[N:8]=[C:7]([S:18][CH2:19][CH3:20])[C:6]([C:4]([OH:5])=[O:3])=[C:15]2[OH:16], predict the reactants needed to synthesize it. The reactants are: C([O:3][C:4]([C:6]1[C:7]([S:18][CH2:19][CH3:20])=[N:8][C:9]2[C:14]([C:15]=1[OH:16])=[CH:13][CH:12]=[CH:11][C:10]=2[Cl:17])=[O:5])C.[OH-].[Na+].Cl. (4) The reactants are: [C:1]([O:5][C:6]([NH:8][C:9]1([C:13]2[CH:18]=[CH:17][C:16]([C:19]3[N:20]=[C:21]4[CH:26]=[CH:25][C:24](C(O)=O)=[N:23][N:22]4[C:30]=3[C:31]3[CH:36]=[CH:35][CH:34]=[CH:33][CH:32]=3)=[CH:15][CH:14]=2)[CH2:12][CH2:11][CH2:10]1)=[O:7])([CH3:4])([CH3:3])[CH3:2].Cl.[CH3:38][O:39]NC.C1CN([P+](ON2N=N[C:61]3[CH:62]=[CH:63][CH:64]=[CH:65][C:60]2=3)(N2CCCC2)N2CCCC2)CC1.F[P-](F)(F)(F)(F)F.C(N(CC)C(C)C)(C)C.[CH3:84][N:85]([CH:87]=[O:88])C. Given the product [CH3:38][O:39][N:85]([CH3:84])[C:87]([C:60]1[CH:61]=[CH:62][C:63]([C:24]2[CH:25]=[CH:26][C:21]3[N:22]([C:30]([C:31]4[CH:32]=[CH:33][CH:34]=[CH:35][CH:36]=4)=[C:19]([C:16]4[CH:15]=[CH:14][C:13]([C:9]5([NH:8][C:6](=[O:7])[O:5][C:1]([CH3:2])([CH3:4])[CH3:3])[CH2:12][CH2:11][CH2:10]5)=[CH:18][CH:17]=4)[N:20]=3)[N:23]=2)=[CH:64][CH:65]=1)=[O:88], predict the reactants needed to synthesize it. (5) Given the product [ClH:15].[ClH:15].[N:8]1([CH2:6][C:17]([N:21]([CH3:22])[CH3:20])=[O:18])[CH2:14][CH2:13][CH2:12][NH:11][CH2:10][CH2:9]1, predict the reactants needed to synthesize it. The reactants are: C(O[C:6]([N:8]1[CH2:14][CH2:13][CH2:12][NH:11][CH2:10][CH2:9]1)=O)(C)(C)C.[Cl:15]C[C:17](Cl)=[O:18].[CH3:20][NH:21][CH3:22].